This data is from Forward reaction prediction with 1.9M reactions from USPTO patents (1976-2016). The task is: Predict the product of the given reaction. (1) The product is: [CH:39]1([CH2:38][N:17]2[C:16]([N:12]3[CH2:13][CH2:14][CH:10]([S:7]([C:1]4[CH:6]=[CH:5][CH:4]=[CH:3][CH:2]=4)(=[O:9])=[O:8])[CH2:11]3)=[N:24][C:23]3[C:18]2=[N:19][C:20]([C:31]2[CH:36]=[N:35][C:34]([NH2:37])=[N:33][CH:32]=2)=[N:21][C:22]=3[N:25]2[CH2:30][CH2:29][O:28][CH2:27][CH2:26]2)[CH2:40][CH2:41]1. Given the reactants [C:1]1([S:7]([CH:10]2[CH2:14][CH2:13][NH:12][CH2:11]2)(=[O:9])=[O:8])[CH:6]=[CH:5][CH:4]=[CH:3][CH:2]=1.Cl[C:16]1[N:17]([CH2:38][CH:39]2[CH2:41][CH2:40]2)[C:18]2[C:23]([N:24]=1)=[C:22]([N:25]1[CH2:30][CH2:29][O:28][CH2:27][CH2:26]1)[N:21]=[C:20]([C:31]1[CH:32]=[N:33][C:34]([NH2:37])=[N:35][CH:36]=1)[N:19]=2, predict the reaction product. (2) Given the reactants [NH2:1][C:2]1[C:22]([CH:23]2[CH2:25][CH2:24]2)=[CH:21][C:5]2[C:6]([C:16]([O:18][CH2:19][CH3:20])=[O:17])=[C:7]([C:9]3[CH:14]=[CH:13][C:12]([F:15])=[CH:11][CH:10]=3)[O:8][C:4]=2[CH:3]=1.[Br:26][C:27]1[CH:28]=[C:29](B(O)O)[CH:30]=[CH:31][CH:32]=1.C(N(CC)CC)C, predict the reaction product. The product is: [Br:26][C:27]1[CH:32]=[C:31]([NH:1][C:2]2[C:22]([CH:23]3[CH2:25][CH2:24]3)=[CH:21][C:5]3[C:6]([C:16]([O:18][CH2:19][CH3:20])=[O:17])=[C:7]([C:9]4[CH:10]=[CH:11][C:12]([F:15])=[CH:13][CH:14]=4)[O:8][C:4]=3[CH:3]=2)[CH:30]=[CH:29][CH:28]=1.